From a dataset of Reaction yield outcomes from USPTO patents with 853,638 reactions. Predict the reaction yield, written as a fraction of the theoretical maximum amount of product (1.0 means a 100% yield; for example, 0.34 means a 34% yield). (1) The reactants are [Cl:1][C:2]1[CH:29]=[CH:28][C:5]2[N:6]([C@H:23]3[CH2:27][CH2:26][NH:25][CH2:24]3)[C:7]([CH2:9][N:10]3[C:14]4=[CH:15][N:16]=[CH:17][CH:18]=[C:13]4[C:12]([S:19]([CH3:22])(=[O:21])=[O:20])=[N:11]3)=[N:8][C:4]=2[CH:3]=1.FC(F)(F)S(O[CH2:36][C:37]([F:40])([F:39])[F:38])(=O)=O.C([O-])([O-])=O.[Cs+].[Cs+]. The catalyst is CN(C=O)C. The product is [Cl:1][C:2]1[CH:29]=[CH:28][C:5]2[N:6]([C@H:23]3[CH2:27][CH2:26][N:25]([CH2:36][C:37]([F:40])([F:39])[F:38])[CH2:24]3)[C:7]([CH2:9][N:10]3[C:14]4=[CH:15][N:16]=[CH:17][CH:18]=[C:13]4[C:12]([S:19]([CH3:22])(=[O:20])=[O:21])=[N:11]3)=[N:8][C:4]=2[CH:3]=1. The yield is 0.210. (2) The reactants are [CH3:1][C:2]([CH3:23])([CH3:22])[CH2:3][C:4]([O:6][CH2:7][C:8]1[C:9]([N:14]2[CH2:18][CH2:17][C@@H:16]([NH:19][CH2:20][CH3:21])[CH2:15]2)=[N:10][CH:11]=[CH:12][CH:13]=1)=[O:5].Br[CH2:25][C:26]1[CH:30]=[C:29]([CH2:31]Br)[N:28]([C:33]([O:35][C:36]([CH3:39])([CH3:38])[CH3:37])=[O:34])[N:27]=1.[I-].[K+].[C:42](=[O:45])([O-])[O-:43].[K+].[K+]. The catalyst is C(#N)C.O. The product is [CH3:1][C:2]([CH3:22])([CH3:23])[CH2:3][C:4]([O:6][CH2:7][C:8]1[C:9]([N:14]2[CH2:18][CH2:17][C@@H:16]([N:19]([CH2:25][C:26]3[CH:30]=[C:29]([CH2:31][N:19]([C@@H:16]4[CH2:17][CH2:18][N:14]([C:9]5[C:8]([CH2:7][O:43][C:42](=[O:45])[CH2:1][C:2]([CH3:3])([CH3:23])[CH3:22])=[CH:13][CH:12]=[CH:11][N:10]=5)[CH2:15]4)[CH2:20][CH3:21])[N:28]([C:33]([O:35][C:36]([CH3:39])([CH3:38])[CH3:37])=[O:34])[N:27]=3)[CH2:20][CH3:21])[CH2:15]2)=[N:10][CH:11]=[CH:12][CH:13]=1)=[O:5]. The yield is 0.270. (3) The reactants are [CH2:1]=O.[CH2:3]([NH2:10])[C:4]1[CH:9]=[CH:8][CH:7]=[CH:6][CH:5]=1.[CH3:11][CH:12](C)[C:13](=[O:15])C.Cl.C(N(CC)[CH:22]([CH3:24])[CH3:23])(C)C.[OH-].[K+]. The catalyst is C(O)C.O. The product is [CH2:3]([N:10]1[CH2:11][CH2:12][C:13](=[O:15])[C:22]([CH3:23])([CH3:24])[CH2:1]1)[C:4]1[CH:9]=[CH:8][CH:7]=[CH:6][CH:5]=1. The yield is 0.440. (4) The reactants are Br[C:2]1[CH:3]=[C:4]2[C:9](=[CH:10][CH:11]=1)[N:8]=[C:7]([C:12]1[CH:17]=[CH:16][CH:15]=[CH:14][C:13]=1[F:18])[N:6]=[C:5]2[N:19]1[C:27]2[CH:26]=[CH:25][N:24]=[CH:23][C:22]=2[CH:21]=[CH:20]1.C(=O)([O-])[O-].[Na+].[Na+].B(O)(O)[C:35]1[CH:40]=[CH:39][CH:38]=[C:37]([C:41]([NH2:43])=[O:42])[CH:36]=1. The catalyst is O1CCCC1.C1C=CC([P]([Pd]([P](C2C=CC=CC=2)(C2C=CC=CC=2)C2C=CC=CC=2)([P](C2C=CC=CC=2)(C2C=CC=CC=2)C2C=CC=CC=2)[P](C2C=CC=CC=2)(C2C=CC=CC=2)C2C=CC=CC=2)(C2C=CC=CC=2)C2C=CC=CC=2)=CC=1. The product is [F:18][C:13]1[CH:14]=[CH:15][CH:16]=[CH:17][C:12]=1[C:7]1[N:6]=[C:5]([N:19]2[C:27]3[CH:26]=[CH:25][N:24]=[CH:23][C:22]=3[CH:21]=[CH:20]2)[C:4]2[C:9](=[CH:10][CH:11]=[C:2]([C:35]3[CH:36]=[C:37]([CH:38]=[CH:39][CH:40]=3)[C:41]([NH2:43])=[O:42])[CH:3]=2)[N:8]=1. The yield is 0.250. (5) The reactants are [CH2:1]([N:8]1[CH:16]=[C:15]2[C:10]([CH:11]=[C:12]([C:17]3[CH:18]=[C:19]([CH:27]4[CH2:31][CH2:30][NH:29][CH2:28]4)[N:20]4[C:25]=3[C:24]([NH2:26])=[N:23][CH:22]=[N:21]4)[CH:13]=[CH:14]2)=[N:9]1)[C:2]1[CH:7]=[CH:6][CH:5]=[CH:4][CH:3]=1.Br[CH2:33][CH2:34][O:35][CH3:36].[I-].[K+]. The yield is 0.190. The catalyst is CN(C=O)C.C(N(CC)CC)C. The product is [CH2:1]([N:8]1[CH:16]=[C:15]2[C:10]([CH:11]=[C:12]([C:17]3[CH:18]=[C:19]([CH:27]4[CH2:31][CH2:30][N:29]([CH2:33][CH2:34][O:35][CH3:36])[CH2:28]4)[N:20]4[C:25]=3[C:24]([NH2:26])=[N:23][CH:22]=[N:21]4)[CH:13]=[CH:14]2)=[N:9]1)[C:2]1[CH:3]=[CH:4][CH:5]=[CH:6][CH:7]=1.